From a dataset of Reaction yield outcomes from USPTO patents with 853,638 reactions. Predict the reaction yield, written as a fraction of the theoretical maximum amount of product (1.0 means a 100% yield; for example, 0.34 means a 34% yield). The reactants are CO[C:3]([CH:5]1[C:10](=O)[CH2:9][CH2:8][N:7]([C:12]2[CH:13]=[N:14][C:15]([O:19][CH3:20])=[C:16]([CH3:18])[CH:17]=2)[CH2:6]1)=[O:4].C(O)(=O)C.[CH:25]([NH2:27])=[NH:26].C[O-].[Na+].C(O)(=O)C. The catalyst is CO.C(Cl)Cl. The product is [CH3:20][O:19][C:15]1[N:14]=[CH:13][C:12]([N:7]2[CH2:8][CH2:9][C:10]3[N:26]=[CH:25][N:27]=[C:3]([OH:4])[C:5]=3[CH2:6]2)=[CH:17][C:16]=1[CH3:18]. The yield is 0.760.